Predict the reactants needed to synthesize the given product. From a dataset of Full USPTO retrosynthesis dataset with 1.9M reactions from patents (1976-2016). (1) Given the product [C:36]([O:40][C:41]([N:43]1[CH2:44][CH2:45][N:46]([CH2:49][CH2:50][CH2:51][NH:52][C:32]([C:25]2[CH:24]=[C:23]3[C:28]([O:29][C:30]4[C:21]([NH:22]3)=[N:20][C:19](=[O:35])[N:18]([CH:15]3[CH2:14][CH2:13][N:12]([CH2:11][CH2:10][CH2:9][NH:8][C:6]([O:5][C:1]([CH3:4])([CH3:3])[CH3:2])=[O:7])[CH2:17][CH2:16]3)[CH:31]=4)=[CH:27][CH:26]=2)=[O:33])[CH2:47][CH2:48]1)=[O:42])([CH3:39])([CH3:38])[CH3:37], predict the reactants needed to synthesize it. The reactants are: [C:1]([O:5][C:6]([NH:8][CH2:9][CH2:10][CH2:11][N:12]1[CH2:17][CH2:16][CH:15]([N:18]2[CH:31]=[C:30]3[C:21]([NH:22][C:23]4[C:28]([O:29]3)=[CH:27][CH:26]=[C:25]([C:32](O)=[O:33])[CH:24]=4)=[N:20][C:19]2=[O:35])[CH2:14][CH2:13]1)=[O:7])([CH3:4])([CH3:3])[CH3:2].[C:36]([O:40][C:41]([N:43]1[CH2:48][CH2:47][N:46]([CH2:49][CH2:50][CH2:51][NH2:52])[CH2:45][CH2:44]1)=[O:42])([CH3:39])([CH3:38])[CH3:37].CN(C(ON1N=NC2C=CC=NC1=2)=[N+](C)C)C.F[P-](F)(F)(F)(F)F.CCN(C(C)C)C(C)C. (2) Given the product [Br:1][C:2]1[CH:3]=[CH:4][C:5]2[O:14][CH2:13][CH2:12][C:11]3[CH:10]=[C:9]([C:15]4[N:24]([C:23]5[CH:25]=[CH:26][C:27]([Cl:29])=[CH:28][C:22]=5[Cl:21])[CH:17]=[N:18][N:19]=4)[S:8][C:7]=3[C:6]=2[CH:20]=1, predict the reactants needed to synthesize it. The reactants are: [Br:1][C:2]1[CH:3]=[CH:4][C:5]2[O:14][CH2:13][CH2:12][C:11]3[CH:10]=[C:9]([C:15]4O[CH:17]=[N:18][N:19]=4)[S:8][C:7]=3[C:6]=2[CH:20]=1.[Cl:21][C:22]1[CH:28]=[C:27]([Cl:29])[CH:26]=[CH:25][C:23]=1[NH2:24].C(O)(C(F)(F)F)=O.CCN(C(C)C)C(C)C. (3) Given the product [Cl:1][C:2]1[CH:15]=[CH:14][C:13]([Cl:16])=[CH:12][C:3]=1[O:4][CH2:5][CH:6]1[CH2:11][CH2:10][N:9]([C:30]([NH:29][C:26]2[CH:27]=[CH:28][C:23]([CH2:22][N:17]3[CH:21]=[CH:20][CH:19]=[N:18]3)=[CH:24][CH:25]=2)=[O:31])[CH2:8][CH2:7]1, predict the reactants needed to synthesize it. The reactants are: [Cl:1][C:2]1[CH:15]=[CH:14][C:13]([Cl:16])=[CH:12][C:3]=1[O:4][CH2:5][CH:6]1[CH2:11][CH2:10][NH:9][CH2:8][CH2:7]1.[N:17]1([CH2:22][C:23]2[CH:28]=[CH:27][C:26]([NH:29][C:30](=O)[O:31]C3C=CC=CC=3)=[CH:25][CH:24]=2)[CH:21]=[CH:20][CH:19]=[N:18]1. (4) Given the product [CH2:1]([O:3][C:4]([C:6]1[N:7]([C:16]2[CH:17]=[CH:18][C:19]([CH2:22][NH:23][C:37]([C:34]3([NH:33][C:31]([C:29]4[O:28][N:27]=[C:26]([O:25][CH3:24])[CH:30]=4)=[O:32])[CH2:35][CH2:36]3)=[O:38])=[CH:20][CH:21]=2)[C:8]2[C:13]([C:14]=1[Cl:15])=[CH:12][CH:11]=[CH:10][CH:9]=2)=[O:5])[CH3:2], predict the reactants needed to synthesize it. The reactants are: [CH2:1]([O:3][C:4]([C:6]1[N:7]([C:16]2[CH:21]=[CH:20][C:19]([CH2:22][NH2:23])=[CH:18][CH:17]=2)[C:8]2[C:13]([C:14]=1[Cl:15])=[CH:12][CH:11]=[CH:10][CH:9]=2)=[O:5])[CH3:2].[CH3:24][O:25][C:26]1[CH:30]=[C:29]([C:31]([NH:33][C:34]2([C:37](O)=[O:38])[CH2:36][CH2:35]2)=[O:32])[O:28][N:27]=1.C(Cl)CCl.C(N(CC)CC)C. (5) The reactants are: [CH2:1]([O:3][C:4]([C:6]1[O:10][N:9]=[C:8]([C:11]2[CH:16]=[CH:15][CH:14]=[C:13]([NH2:17])[CH:12]=2)[CH:7]=1)=[O:5])[CH3:2].Cl[C:19]1[S:20][C:21]2[CH:27]=[C:26]([F:28])[CH:25]=[CH:24][C:22]=2[N:23]=1. Given the product [CH2:1]([O:3][C:4]([C:6]1[O:10][N:9]=[C:8]([C:11]2[CH:16]=[CH:15][CH:14]=[C:13]([NH:17][C:19]3[S:20][C:21]4[CH:27]=[C:26]([F:28])[CH:25]=[CH:24][C:22]=4[N:23]=3)[CH:12]=2)[CH:7]=1)=[O:5])[CH3:2], predict the reactants needed to synthesize it. (6) Given the product [F:39][C:40]1[CH:45]=[CH:44][CH:43]=[C:42]([O:46][CH3:47])[C:41]=1[C:2]1[C:10]2[C:9]([NH:11][C@H:12]([C:14]3[N:19]([C:20]4[CH:25]=[CH:24][CH:23]=[CH:22][CH:21]=4)[C:18](=[O:26])[C:17]4=[C:27]([CH3:30])[CH:28]=[CH:29][N:16]4[N:15]=3)[CH3:13])=[N:8][CH:7]=[N:6][C:5]=2[N:4]([CH2:31][O:32][CH2:33][CH2:34][Si:35]([CH3:38])([CH3:37])[CH3:36])[CH:3]=1, predict the reactants needed to synthesize it. The reactants are: Br[C:2]1[C:10]2[C:9]([NH:11][C@H:12]([C:14]3[N:19]([C:20]4[CH:25]=[CH:24][CH:23]=[CH:22][CH:21]=4)[C:18](=[O:26])[C:17]4=[C:27]([CH3:30])[CH:28]=[CH:29][N:16]4[N:15]=3)[CH3:13])=[N:8][CH:7]=[N:6][C:5]=2[N:4]([CH2:31][O:32][CH2:33][CH2:34][Si:35]([CH3:38])([CH3:37])[CH3:36])[CH:3]=1.[F:39][C:40]1[CH:45]=[CH:44][CH:43]=[C:42]([O:46][CH3:47])[C:41]=1B(O)O.C(=O)([O-])[O-].[Na+].[Na+]. (7) Given the product [CH2:17]([O:16][C:4]1[C:5](=[O:15])[N:6]([C:9]2[CH:14]=[CH:13][CH:12]=[CH:11][CH:10]=2)[N:7]([CH3:8])[C:3]=1[CH2:2][N:38]1[CH2:39][CH2:40][C:27]2([C:26](=[O:41])[N:25]([CH2:24][C:23]3[CH:22]=[CH:21][C:20]([F:19])=[CH:43][CH:42]=3)[N:29]=[C:28]2[C:30]2[CH:31]=[CH:32][CH:33]=[CH:34][CH:35]=2)[CH2:36][CH2:37]1)[CH3:18], predict the reactants needed to synthesize it. The reactants are: Br[CH2:2][C:3]1[N:7]([CH3:8])[N:6]([C:9]2[CH:14]=[CH:13][CH:12]=[CH:11][CH:10]=2)[C:5](=[O:15])[C:4]=1[O:16][CH2:17][CH3:18].[F:19][C:20]1[CH:43]=[CH:42][C:23]([CH2:24][N:25]2[N:29]=[C:28]([C:30]3[CH:35]=[CH:34][CH:33]=[CH:32][CH:31]=3)[C:27]3([CH2:40][CH2:39][NH:38][CH2:37][CH2:36]3)[C:26]2=[O:41])=[CH:22][CH:21]=1.C(=O)([O-])[O-].[K+].[K+]. (8) Given the product [CH3:1][N:5]1[CH2:10][CH2:9][CH2:8][CH:7]([NH:11][C:12]([C:14]2[CH:15]=[C:16]3[C:20](=[CH:21][CH:22]=2)[NH:19][N:18]=[CH:17]3)=[O:13])[CH2:6]1, predict the reactants needed to synthesize it. The reactants are: [C:1](O)(=O)C.[NH:5]1[CH2:10][CH2:9][CH2:8][CH:7]([NH:11][C:12]([C:14]2[CH:15]=[C:16]3[C:20](=[CH:21][CH:22]=2)[NH:19][N:18]=[CH:17]3)=[O:13])[CH2:6]1.C=O.C([BH3-])#N.[Na+].[OH-].[Na+]. (9) Given the product [CH3:23][N:24]([CH3:32])[CH:25]1[CH2:30][CH2:29][CH:28]([O:31][C:2]2[C:3]3[CH:10]=[C:9]([CH2:11][CH2:12][NH:13][C:14](=[O:20])[O:15][C:16]([CH3:19])([CH3:18])[CH3:17])[S:8][C:4]=3[N:5]=[CH:6][N:7]=2)[CH2:27][CH2:26]1, predict the reactants needed to synthesize it. The reactants are: Cl[C:2]1[C:3]2[CH:10]=[C:9]([CH2:11][CH2:12][NH:13][C:14](=[O:20])[O:15][C:16]([CH3:19])([CH3:18])[CH3:17])[S:8][C:4]=2[N:5]=[CH:6][N:7]=1.[H-].[Na+].[CH3:23][N:24]([CH3:32])[CH:25]1[CH2:30][CH2:29][CH:28]([OH:31])[CH2:27][CH2:26]1.